From a dataset of Reaction yield outcomes from USPTO patents with 853,638 reactions. Predict the reaction yield, written as a fraction of the theoretical maximum amount of product (1.0 means a 100% yield; for example, 0.34 means a 34% yield). The reactants are [OH:1][C@H:2]1[CH2:6][N:5]([C:7](=[O:37])[C:8]2[CH:13]=[CH:12][C:11]([C:14]3[CH:15]=[N:16][C:17]([O:20][CH2:21][CH:22]4[CH2:27][CH2:26][N:25]([CH2:28][C:29]5([C:33]([F:36])([F:35])[F:34])[CH2:32][CH2:31][CH2:30]5)[CH2:24][CH2:23]4)=[CH:18][CH:19]=3)=[CH:10][CH:9]=2)[C@H:4]([C:38]([OH:40])=O)[CH2:3]1.[Cl-].[NH4+].C(Cl)CCl.C1C=CC2N(O)N=[N:53]C=2C=1.CCN(C(C)C)C(C)C. The catalyst is CN(C=O)C.O. The product is [OH:1][C@H:2]1[CH2:6][N:5]([C:7](=[O:37])[C:8]2[CH:13]=[CH:12][C:11]([C:14]3[CH:15]=[N:16][C:17]([O:20][CH2:21][CH:22]4[CH2:27][CH2:26][N:25]([CH2:28][C:29]5([C:33]([F:36])([F:35])[F:34])[CH2:30][CH2:31][CH2:32]5)[CH2:24][CH2:23]4)=[CH:18][CH:19]=3)=[CH:10][CH:9]=2)[C@H:4]([C:38]([NH2:53])=[O:40])[CH2:3]1. The yield is 0.280.